This data is from NCI-60 drug combinations with 297,098 pairs across 59 cell lines. The task is: Regression. Given two drug SMILES strings and cell line genomic features, predict the synergy score measuring deviation from expected non-interaction effect. (1) Drug 1: CCC1(CC2CC(C3=C(CCN(C2)C1)C4=CC=CC=C4N3)(C5=C(C=C6C(=C5)C78CCN9C7C(C=CC9)(C(C(C8N6C=O)(C(=O)OC)O)OC(=O)C)CC)OC)C(=O)OC)O.OS(=O)(=O)O. Drug 2: C1CC(=O)NC(=O)C1N2C(=O)C3=CC=CC=C3C2=O. Cell line: HCT116. Synergy scores: CSS=22.7, Synergy_ZIP=-1.29, Synergy_Bliss=-3.07, Synergy_Loewe=-30.7, Synergy_HSA=-6.58. (2) Drug 1: C1CCC(C(C1)N)N.C(=O)(C(=O)[O-])[O-].[Pt+4]. Drug 2: CC1C(C(CC(O1)OC2CC(CC3=C2C(=C4C(=C3O)C(=O)C5=C(C4=O)C(=CC=C5)OC)O)(C(=O)CO)O)N)O.Cl. Cell line: SF-268. Synergy scores: CSS=52.0, Synergy_ZIP=-2.01, Synergy_Bliss=-0.0000205, Synergy_Loewe=1.76, Synergy_HSA=3.23. (3) Drug 1: CC1=C(C(CCC1)(C)C)C=CC(=CC=CC(=CC(=O)O)C)C. Drug 2: C(CCl)NC(=O)N(CCCl)N=O. Cell line: HCC-2998. Synergy scores: CSS=-8.99, Synergy_ZIP=1.08, Synergy_Bliss=-5.16, Synergy_Loewe=-11.0, Synergy_HSA=-14.5. (4) Drug 1: COC1=CC(=CC(=C1O)OC)C2C3C(COC3=O)C(C4=CC5=C(C=C24)OCO5)OC6C(C(C7C(O6)COC(O7)C8=CC=CS8)O)O. Drug 2: C(=O)(N)NO. Cell line: HCT-15. Synergy scores: CSS=53.3, Synergy_ZIP=4.14, Synergy_Bliss=6.26, Synergy_Loewe=-67.8, Synergy_HSA=5.09. (5) Drug 1: C1=CN(C=N1)CC(O)(P(=O)(O)O)P(=O)(O)O. Drug 2: CS(=O)(=O)OCCCCOS(=O)(=O)C. Cell line: U251. Synergy scores: CSS=11.4, Synergy_ZIP=-2.00, Synergy_Bliss=1.09, Synergy_Loewe=1.72, Synergy_HSA=1.48.